From a dataset of Catalyst prediction with 721,799 reactions and 888 catalyst types from USPTO. Predict which catalyst facilitates the given reaction. (1) Product: [F:12][C:13]1[CH:14]=[CH:15][C:16]([NH:19][C:20]([C:22]2[C:26]([NH:27][C:5](=[O:7])[C:4]3[CH:8]=[CH:9][CH:10]=[CH:11][C:3]=3[O:2][CH3:1])=[CH:25][NH:24][N:23]=2)=[O:21])=[CH:17][CH:18]=1. Reactant: [CH3:1][O:2][C:3]1[CH:11]=[CH:10][CH:9]=[CH:8][C:4]=1[C:5]([OH:7])=O.[F:12][C:13]1[CH:18]=[CH:17][C:16]([NH:19][C:20]([C:22]2[C:26]([NH2:27])=[CH:25][NH:24][N:23]=2)=[O:21])=[CH:15][CH:14]=1.C(Cl)CCl.C1C=CC2N(O)N=NC=2C=1. The catalyst class is: 3. (2) Reactant: [OH:1][CH2:2][CH2:3][NH:4][C:5](=[O:8])[O:6][CH3:7].C(N(CC)CC)C.[S:16](Cl)(Cl)=[O:17].CO. Product: [O:1]1[CH2:2][CH2:3][N:4]([C:5]([O:6][CH3:7])=[O:8])[S:16]1=[O:17]. The catalyst class is: 4. (3) Reactant: [Br:1][C:2]1[CH:7]=[CH:6][C:5]([C:8](=[O:10])[CH3:9])=[CH:4][CH:3]=1.[CH3:11][Mg+].[Br-]. Product: [Br:1][C:2]1[CH:7]=[CH:6][C:5]([C:8]([OH:10])([CH3:11])[CH3:9])=[CH:4][CH:3]=1. The catalyst class is: 48. (4) Reactant: Br[C:2]1[CH:11]=[CH:10][CH:9]=[C:8]2[C:3]=1[CH2:4][C@H:5]([CH2:24][O:25][Si:26]([C:29]([CH3:32])([CH3:31])[CH3:30])([CH3:28])[CH3:27])[N:6]([C:13](=[O:23])[CH2:14][C:15]1[C:20]([Cl:21])=[CH:19][CH:18]=[CH:17][C:16]=1[Cl:22])[C@H:7]2[CH3:12].[CH2:33](OB(C=C)OCCCC)[CH2:34]CC.C([O-])([O-])=O.[Na+].[Na+]. Product: [Si:26]([O:25][CH2:24][C@H:5]1[CH2:4][C:3]2[C:8](=[CH:9][CH:10]=[CH:11][C:2]=2[CH:33]=[CH2:34])[C@H:7]([CH3:12])[N:6]1[C:13](=[O:23])[CH2:14][C:15]1[C:20]([Cl:21])=[CH:19][CH:18]=[CH:17][C:16]=1[Cl:22])([C:29]([CH3:32])([CH3:31])[CH3:30])([CH3:28])[CH3:27]. The catalyst class is: 184. (5) The catalyst class is: 18. Product: [N:14]([CH2:8][C:4]1[CH:5]=[N:6][CH:7]=[C:2]([Br:1])[CH:3]=1)=[N+:15]=[N-:16]. Reactant: [Br:1][C:2]1[CH:3]=[C:4]([CH2:8]OS(C)(=O)=O)[CH:5]=[N:6][CH:7]=1.[N-:14]=[N+:15]=[N-:16].[Na+]. (6) Reactant: [O:1]=[C:2]1[CH2:7][CH2:6][CH:5]([N:8]2[C:13](=[O:14])[C:12]([CH2:15][C:16]3[CH:21]=[CH:20][C:19]([C:22]4[CH:27]=[CH:26][CH:25]=[CH:24][C:23]=4[C:28]4[NH:32][C:31](=[O:33])[O:30][N:29]=4)=[CH:18][CH:17]=3)=[C:11]([CH2:34][CH2:35][CH3:36])[N:10]3[N:37]=[CH:38][N:39]=[C:9]23)[CH2:4][CH2:3]1.C(O[CH:44]([OH:47])[CH2:45]O)(=O)C.CC1C=CC(S(O)(=O)=O)=CC=1.[C:59](=O)([O-])[OH:60].[Na+]. Product: [OH:60][CH2:59][CH:45]1[CH2:44][O:47][C:2]2([CH2:7][CH2:6][CH:5]([N:8]3[C:13](=[O:14])[C:12]([CH2:15][C:16]4[CH:17]=[CH:18][C:19]([C:22]5[CH:27]=[CH:26][CH:25]=[CH:24][C:23]=5[C:28]5[NH:32][C:31](=[O:33])[O:30][N:29]=5)=[CH:20][CH:21]=4)=[C:11]([CH2:34][CH2:35][CH3:36])[N:10]4[N:37]=[CH:38][N:39]=[C:9]34)[CH2:4][CH2:3]2)[O:1]1. The catalyst class is: 11. (7) Reactant: Cl[C:2]1[C:11]2=[N:12][N:13](CC3C=CC(OC)=CC=3)[CH:14]=[C:10]2[C:9]2[CH:8]=[C:7]([O:24][CH3:25])[CH:6]=[CH:5][C:4]=2[N:3]=1.[N:26]1[CH:31]=[CH:30][C:29]([NH2:32])=[N:28][C:27]=1[NH2:33].Cl. Product: [CH3:25][O:24][C:7]1[CH:6]=[CH:5][C:4]2[N:3]=[C:2]([NH:33][C:27]3[N:28]=[C:29]([NH2:32])[CH:30]=[CH:31][N:26]=3)[C:11]3=[N:12][NH:13][CH:14]=[C:10]3[C:9]=2[CH:8]=1. The catalyst class is: 71.